This data is from CYP3A4 inhibition data for predicting drug metabolism from PubChem BioAssay. The task is: Regression/Classification. Given a drug SMILES string, predict its absorption, distribution, metabolism, or excretion properties. Task type varies by dataset: regression for continuous measurements (e.g., permeability, clearance, half-life) or binary classification for categorical outcomes (e.g., BBB penetration, CYP inhibition). Dataset: cyp3a4_veith. (1) The molecule is Cn1cccc1C(=O)N1CCC[C@@]2(CCN(C(c3ccccc3)c3ccccc3)C2)C1. The result is 1 (inhibitor). (2) The molecule is CCN(CC)CCC(=O)Nc1ccc2c(c1)N(C(=O)CN(CC)CC)c1ccccc1CC2.Cl.O. The result is 0 (non-inhibitor). (3) The drug is COCCn1c(C)cc(C2=NNC(=Nc3ccc(F)cc3)SC2)c1C. The result is 0 (non-inhibitor). (4) The molecule is N[C@@H](Cc1c[nH]c2cc([N+](=O)[O-])ccc12)C(=O)O.O=[N+]([O-])O. The result is 0 (non-inhibitor).